From a dataset of Full USPTO retrosynthesis dataset with 1.9M reactions from patents (1976-2016). Predict the reactants needed to synthesize the given product. (1) Given the product [CH2:22]([N:17]1[CH2:18][CH2:19][CH2:20][CH2:21][CH:16]1[CH2:15][N:10]1[CH:11]=[C:7]([C:1]2[CH:2]=[CH:3][CH:4]=[CH:5][CH:6]=2)[N:8]=[CH:9]1)[C:23]1[CH:28]=[CH:27][CH:26]=[CH:25][CH:24]=1, predict the reactants needed to synthesize it. The reactants are: [C:1]1([C:7]2[N:8]=[CH:9][NH:10][CH:11]=2)[CH:6]=[CH:5][CH:4]=[CH:3][CH:2]=1.[H-].[Na+].Br[CH2:15][CH:16]1[CH2:21][CH2:20][CH2:19][CH2:18][N:17]1[CH2:22][C:23]1[CH:28]=[CH:27][CH:26]=[CH:25][CH:24]=1. (2) Given the product [Cl:8][C:5]1[N:6]=[CH:7][C:2]([NH:1][C:15]2[N:16]=[C:17]([N:27]3[C:31]4[CH:32]=[CH:33][CH:34]=[C:35]([O:36][CH3:37])[C:30]=4[N:29]=[C:28]3[CH:38]([F:40])[F:39])[N:18]=[C:19]([N:21]3[CH2:22][CH2:23][O:24][CH2:25][CH2:26]3)[N:20]=2)=[CH:3][CH:4]=1, predict the reactants needed to synthesize it. The reactants are: [NH2:1][C:2]1[CH:3]=[CH:4][C:5]([Cl:8])=[N:6][CH:7]=1.C([Li])CCC.Cl[C:15]1[N:20]=[C:19]([N:21]2[CH2:26][CH2:25][O:24][CH2:23][CH2:22]2)[N:18]=[C:17]([N:27]2[C:31]3[CH:32]=[CH:33][CH:34]=[C:35]([O:36][CH3:37])[C:30]=3[N:29]=[C:28]2[CH:38]([F:40])[F:39])[N:16]=1. (3) Given the product [CH:18]([C@@H:17]([C@H:5]([C:6]1[C:15]2[C:10](=[CH:11][CH:12]=[CH:13][CH:14]=2)[CH:9]=[CH:8][CH:7]=1)[CH2:4][N+:1]([O-:3])=[O:2])[CH:16]=[O:21])([CH3:20])[CH3:19], predict the reactants needed to synthesize it. The reactants are: [N+:1](/[CH:4]=[CH:5]/[C:6]1[C:15]2[C:10](=[CH:11][CH:12]=[CH:13][CH:14]=2)[CH:9]=[CH:8][CH:7]=1)([O-:3])=[O:2].[CH:16](=[O:21])[CH2:17][CH:18]([CH3:20])[CH3:19].CC(O)C.CCCCCC. (4) Given the product [CH3:1][C:2]1([CH3:28])[CH2:7][CH:6]([NH:8][C:9]2[N:14]=[C:13]([N:15]3[C:23]4[C:18](=[CH:19][CH:20]=[CH:21][CH:22]=4)[C:17]([C:24]([NH2:25])=[O:29])=[CH:16]3)[CH:12]=[CH:11][N:10]=2)[CH2:5][C:4]([CH3:27])([CH3:26])[NH:3]1, predict the reactants needed to synthesize it. The reactants are: [CH3:1][C:2]1([CH3:28])[CH2:7][CH:6]([NH:8][C:9]2[N:14]=[C:13]([N:15]3[C:23]4[C:18](=[CH:19][CH:20]=[CH:21][CH:22]=4)[C:17]([C:24]#[N:25])=[CH:16]3)[CH:12]=[CH:11][N:10]=2)[CH2:5][C:4]([CH3:27])([CH3:26])[NH:3]1.[OH-:29].[Na+].OO.O.